From a dataset of Forward reaction prediction with 1.9M reactions from USPTO patents (1976-2016). Predict the product of the given reaction. (1) Given the reactants [N:1]1([C:7]2[CH:18]=[CH:17][C:10]([CH2:11]OS(C)(=O)=O)=[CH:9][CH:8]=2)[CH2:6][CH2:5][CH2:4][CH2:3][CH2:2]1.[F:19][C:20]1[C:25]([F:26])=[CH:24][CH:23]=[CH:22][C:21]=1[C:27]1[N:35]=[C:30]2[CH:31]=[N:32][NH:33][CH:34]=[C:29]2[N:28]=1, predict the reaction product. The product is: [F:19][C:20]1[C:25]([F:26])=[CH:24][CH:23]=[CH:22][C:21]=1[C:27]1[N:35]=[C:30]2[CH:31]=[N:32][N:33]([CH2:11][C:10]3[CH:17]=[CH:18][C:7]([N:1]4[CH2:6][CH2:5][CH2:4][CH2:3][CH2:2]4)=[CH:8][CH:9]=3)[CH:34]=[C:29]2[N:28]=1. (2) Given the reactants [H-].[Na+].[Br:3][C:4]1[CH:5]=[N:6][CH:7]=[C:8]([CH:13]=1)[C:9]([O:11]C)=O.[CH3:14][N:15]1[CH2:19][CH2:18][CH2:17][C:16]1=[O:20].[Cl-].[NH4+], predict the reaction product. The product is: [Br:3][C:4]1[CH:5]=[N:6][CH:7]=[C:8]([CH:13]=1)[C:9]([CH:17]1[CH2:18][CH2:19][N:15]([CH3:14])[C:16]1=[O:20])=[O:11]. (3) Given the reactants F[C:2](F)(F)[C:3]([OH:5])=[O:4].C(Cl)Cl.[C:11]1([S:17]([CH:20]([NH:43][CH2:44][C:45]2[CH:50]=[CH:49][C:48]([C:51]3[CH:56]=[CH:55][CH:54]=[C:53]([O:57][CH2:58][CH3:59])[CH:52]=3)=[CH:47][CH:46]=2)[C:21]2[N:26]=[C:25](N(CC(OC(C)(C)C)=O)C(OC(C)(C)C)=O)[CH:24]=[CH:23][CH:22]=2)(=[O:19])=[O:18])[CH:16]=[CH:15][CH:14]=[CH:13][CH:12]=1, predict the reaction product. The product is: [C:11]1([S:17]([CH:20]([NH:43][CH2:44][C:45]2[CH:46]=[CH:47][C:48]([C:51]3[CH:56]=[CH:55][CH:54]=[C:53]([O:57][CH2:58][CH3:59])[CH:52]=3)=[CH:49][CH:50]=2)[C:21]2[N:26]=[C:25]([CH2:2][C:3]([OH:5])=[O:4])[CH:24]=[CH:23][CH:22]=2)(=[O:19])=[O:18])[CH:12]=[CH:13][CH:14]=[CH:15][CH:16]=1. (4) Given the reactants [CH2:1]([O:8][C:9]1[CH:14]=[CH:13][C:12]([OH:15])=[C:11]([CH2:16][CH2:17][CH3:18])[CH:10]=1)[C:2]1[CH:7]=[CH:6][CH:5]=[CH:4][CH:3]=1.[CH3:19][C:20]1[O:24][C:23]([C:25]2[CH:30]=[CH:29][CH:28]=[CH:27][CH:26]=2)=[N:22][C:21]=1[CH2:31][CH2:32]O.C1(P(C2C=CC=CC=2)C2C=CC=CC=2)C=CC=CC=1.N(C(OC(C)C)=O)=NC(OC(C)C)=O, predict the reaction product. The product is: [CH2:1]([O:8][C:9]1[CH:14]=[CH:13][C:12]([O:15][CH2:32][CH2:31][C:21]2[N:22]=[C:23]([C:25]3[CH:30]=[CH:29][CH:28]=[CH:27][CH:26]=3)[O:24][C:20]=2[CH3:19])=[C:11]([CH2:16][CH2:17][CH3:18])[CH:10]=1)[C:2]1[CH:3]=[CH:4][CH:5]=[CH:6][CH:7]=1. (5) Given the reactants [F:1][C:2]1[CH:7]=[C:6]([F:8])[CH:5]=[CH:4][C:3]=1[OH:9].C(=O)([O-])[O-].[K+].[K+].[CH3:16][O:17][C:18](=[O:24])[CH:19](Br)[CH2:20][CH2:21][Br:22], predict the reaction product. The product is: [CH3:16][O:17][C:18](=[O:24])[CH:19]([O:9][C:3]1[CH:4]=[CH:5][C:6]([F:8])=[CH:7][C:2]=1[F:1])[CH2:20][CH2:21][Br:22]. (6) Given the reactants COC1C=C(C(C2N3C(C=CC=C3)=C(OC)C=2C)=O)C=CC=1NCC(O)=O.[CH3:28][O:29][C:30]1[CH:42]=[C:41]([C:43]([C:45]2[N:53]3[C:48]([CH:49]=[CH:50][CH:51]=[CH:52]3)=[C:47]([O:54][CH3:55])[C:46]=2[C:56]2[CH:61]=[CH:60][CH:59]=[CH:58][CH:57]=2)=[O:44])[CH:40]=[CH:39][C:31]=1[NH:32][CH2:33][C:34]([O:36]CC)=[O:35].[OH-].[Na+], predict the reaction product. The product is: [CH3:28][O:29][C:30]1[CH:42]=[C:41]([C:43]([C:45]2[N:53]3[C:48]([CH:49]=[CH:50][CH:51]=[CH:52]3)=[C:47]([O:54][CH3:55])[C:46]=2[C:56]2[CH:61]=[CH:60][CH:59]=[CH:58][CH:57]=2)=[O:44])[CH:40]=[CH:39][C:31]=1[NH:32][CH2:33][C:34]([OH:36])=[O:35]. (7) Given the reactants O[C:2]1([C:17]2[CH:22]=[CH:21][CH:20]=[CH:19][C:18]=2[O:23][CH2:24][CH2:25][F:26])[CH2:7][CH2:6][CH:5]([CH:8]2[CH2:13][CH2:12][CH:11]([CH2:14][CH2:15][CH3:16])[CH2:10][CH2:9]2)[CH2:4][CH2:3]1.O.C1(C)C=CC(S(O)(=O)=O)=CC=1.C(=O)([O-])O.[Na+], predict the reaction product. The product is: [CH2:14]([CH:11]1[CH2:10][CH2:9][CH:8]([CH:5]2[CH2:6][CH2:7][C:2]([C:17]3[CH:22]=[CH:21][CH:20]=[CH:19][C:18]=3[O:23][CH2:24][CH2:25][F:26])=[CH:3][CH2:4]2)[CH2:13][CH2:12]1)[CH2:15][CH3:16].